Dataset: Reaction yield outcomes from USPTO patents with 853,638 reactions. Task: Predict the reaction yield, written as a fraction of the theoretical maximum amount of product (1.0 means a 100% yield; for example, 0.34 means a 34% yield). (1) The reactants are Br[C:2]1[S:3][C:4]([S:17]([N:20]2[CH2:25][CH2:24][CH2:23][CH:22]([OH:26])[CH2:21]2)(=[O:19])=[O:18])=[CH:5][C:6]=1[C:7]1[S:11][C:10]([NH:12][C:13](=[O:15])[CH3:14])=[N:9][C:8]=1[CH3:16].C([Li])CCC.O. The catalyst is C1COCC1. The product is [OH:26][CH:22]1[CH2:23][CH2:24][CH2:25][N:20]([S:17]([C:4]2[S:3][CH:2]=[C:6]([C:7]3[S:11][C:10]([NH:12][C:13](=[O:15])[CH3:14])=[N:9][C:8]=3[CH3:16])[CH:5]=2)(=[O:19])=[O:18])[CH2:21]1. The yield is 0.430. (2) The reactants are [Cl:1][C:2]1[C:3](F)=[CH:4][C:5]([F:29])=[C:6]([S:8]([N:11]([CH2:18][C:19]2[CH:24]=[CH:23][C:22]([O:25][CH3:26])=[CH:21][C:20]=2[O:27][CH3:28])[C:12]2[CH:17]=[CH:16][N:15]=[CH:14][N:13]=2)(=[O:10])=[O:9])[CH:7]=1.[F:31][C:32]1([F:50])[CH2:37][C@H:36]([OH:38])[C@@H:35]([C:39]2[N:43]([CH2:44][O:45][CH2:46][CH2:47][O:48][CH3:49])[N:42]=[CH:41][CH:40]=2)[CH2:34][CH2:33]1.[H-].[Na+].CN(C=O)C. The catalyst is O. The product is [Cl:1][C:2]1[C:3]([O:38][C@H:36]2[CH2:37][C:32]([F:31])([F:50])[CH2:33][CH2:34][C@@H:35]2[C:39]2[N:43]([CH2:44][O:45][CH2:46][CH2:47][O:48][CH3:49])[N:42]=[CH:41][CH:40]=2)=[CH:4][C:5]([F:29])=[C:6]([S:8]([N:11]([CH2:18][C:19]2[CH:24]=[CH:23][C:22]([O:25][CH3:26])=[CH:21][C:20]=2[O:27][CH3:28])[C:12]2[CH:17]=[CH:16][N:15]=[CH:14][N:13]=2)(=[O:9])=[O:10])[CH:7]=1. The yield is 0.610. (3) The reactants are [Cl:1][C:2]1[CH:3]=[CH:4][C:5]([O:28][CH3:29])=[C:6]([C:8]2[C:12]([NH:13][C:14]([C:16]3[CH:17]=[N:18][N:19]4[CH:24]=[CH:23][CH:22]=[N:21][C:20]=34)=[O:15])=[CH:11][N:10]([CH2:25][CH2:26]Cl)[N:9]=2)[CH:7]=1.Cl.[NH2:31][CH:32]1[CH2:36][CH2:35][O:34][CH2:33]1.C(N(CC)C(C)C)(C)C. The catalyst is CN1CCCC1=O. The product is [Cl:1][C:2]1[CH:3]=[CH:4][C:5]([O:28][CH3:29])=[C:6]([C:8]2[C:12]([NH:13][C:14]([C:16]3[CH:17]=[N:18][N:19]4[CH:24]=[CH:23][CH:22]=[N:21][C:20]=34)=[O:15])=[CH:11][N:10]([CH2:25][CH2:26][NH:31][CH:32]3[CH2:36][CH2:35][O:34][CH2:33]3)[N:9]=2)[CH:7]=1. The yield is 0.300. (4) The reactants are C([O:5][C:6](=[O:29])/[CH:7]=[CH:8]/[C:9]1[CH:28]=[N:27][C:12]2[NH:13][C:14](=[O:26])[CH2:15][N:16]([CH2:18][CH2:19][N:20]3[CH2:25][CH2:24][O:23][CH2:22][CH2:21]3)[CH2:17][C:11]=2[CH:10]=1)(C)(C)C.C(O)(C(F)(F)F)=O.C(Cl)[Cl:38]. No catalyst specified. The product is [ClH:38].[N:20]1([CH2:19][CH2:18][N:16]2[CH2:17][C:11]3[CH:10]=[C:9](/[CH:8]=[CH:7]/[C:6]([OH:29])=[O:5])[CH:28]=[N:27][C:12]=3[NH:13][C:14](=[O:26])[CH2:15]2)[CH2:25][CH2:24][O:23][CH2:22][CH2:21]1. The yield is 0.960.